Dataset: Reaction yield outcomes from USPTO patents with 853,638 reactions. Task: Predict the reaction yield, written as a fraction of the theoretical maximum amount of product (1.0 means a 100% yield; for example, 0.34 means a 34% yield). The reactants are Cl.[F:2][CH:3]1[CH:8]([O:9][C:10]2[CH:15]=[CH:14][C:13]([N+:16]([O-:18])=[O:17])=[CH:12][CH:11]=2)[CH2:7][CH2:6][NH:5][CH2:4]1.C=O.[BH3-][C:22]#N.[Na+].C([O-])([O-])=O.[Na+].[Na+]. The catalyst is CO.CC(O)=O. The product is [F:2][CH:3]1[CH:8]([O:9][C:10]2[CH:11]=[CH:12][C:13]([N+:16]([O-:18])=[O:17])=[CH:14][CH:15]=2)[CH2:7][CH2:6][N:5]([CH3:22])[CH2:4]1. The yield is 1.00.